From a dataset of Catalyst prediction with 721,799 reactions and 888 catalyst types from USPTO. Predict which catalyst facilitates the given reaction. (1) Reactant: Cl.[NH:2]1[C@H:6]([CH2:7][OH:8])[CH2:5][C@@H:4]2[CH2:9][CH2:10][CH2:11][C@H:3]12.C1(N)CCC1.Cl[C:18]1[C:19]2[CH:38]=[CH:37][NH:36][C:20]=2[N:21]=[C:22]([NH:24][C:25]2[CH:26]=[C:27]([NH:31][S:32]([CH3:35])(=[O:34])=[O:33])[CH:28]=[CH:29][CH:30]=2)[N:23]=1.ClC1N=C(NC2C=C(NS(C)(=O)=O)C=CC=2)N=C2C=1N=CN2. Product: [OH:8][CH2:7][C@H:6]1[N:2]([C:18]2[C:19]3[CH:38]=[CH:37][NH:36][C:20]=3[N:21]=[C:22]([NH:24][C:25]3[CH:26]=[C:27]([NH:31][S:32]([CH3:35])(=[O:34])=[O:33])[CH:28]=[CH:29][CH:30]=3)[N:23]=2)[C@H:3]2[CH2:11][CH2:10][CH2:9][C@H:4]2[CH2:5]1. The catalyst class is: 578. (2) Reactant: C(NC(C)C)(C)C.[Li]CCCC.[O:13]=[C:14]1[CH2:19][CH2:18][N:17]([C:20]([O:22][C:23]([CH3:26])([CH3:25])[CH3:24])=[O:21])[CH2:16][CH2:15]1.C1C=CC(N([S:34]([C:37]([F:40])([F:39])[F:38])(=[O:36])=[O:35])[S:34]([C:37]([F:40])([F:39])[F:38])(=[O:36])=[O:35])=CC=1. Product: [F:38][C:37]([F:40])([F:39])[S:34]([O:13][C:14]1[CH2:19][CH2:18][N:17]([C:20]([O:22][C:23]([CH3:26])([CH3:25])[CH3:24])=[O:21])[CH2:16][CH:15]=1)(=[O:36])=[O:35]. The catalyst class is: 1. (3) Reactant: [CH3:1][C:2](C)([O-:4])C.[K+].[Cl-].[CH3:8]OC[P+](C1C=CC=CC=1)(C1C=CC=CC=1)C1C=CC=CC=1.[Cl:30][C:31]1[CH:36]=[CH:35][CH:34]=[C:33]([Cl:37])[C:32]=1[N:38]1[C:42]([CH2:43][O:44][C:45]2[CH:52]=[CH:51][C:48](C=O)=[C:47]([CH3:53])[CH:46]=2)=[C:41]([CH:54]([CH3:56])[CH3:55])[CH:40]=[N:39]1. Product: [Cl:30][C:31]1[CH:36]=[CH:35][CH:34]=[C:33]([Cl:37])[C:32]=1[N:38]1[C:42]([CH2:43][O:44][C:45]2[CH:52]=[CH:51][C:48]([CH:1]=[CH:2][O:4][CH3:8])=[C:47]([CH3:53])[CH:46]=2)=[C:41]([CH:54]([CH3:55])[CH3:56])[CH:40]=[N:39]1. The catalyst class is: 1. (4) Reactant: [OH:1][CH2:2][C@@H:3]1[CH2:7][C:6](=[CH2:8])[CH2:5][C@H:4]1[C:9]1[CH:14]=[CH:13][CH:12]=[C:11]([F:15])[CH:10]=1.[CH2:16](Br)[C:17]1[CH:22]=[CH:21][CH:20]=[CH:19][CH:18]=1.[H-].[Na+]. Product: [CH2:16]([O:1][CH2:2][C@H:3]1[CH2:7][C:6](=[CH2:8])[CH2:5][C@@H:4]1[C:9]1[CH:14]=[CH:13][CH:12]=[C:11]([F:15])[CH:10]=1)[C:17]1[CH:22]=[CH:21][CH:20]=[CH:19][CH:18]=1. The catalyst class is: 215. (5) Reactant: [Cl:1][C:2]1[CH:8]=[CH:7][CH:6]=[C:5]([F:9])[C:3]=1[NH2:4].C(N(CC)C(C)C)(C)C.CN(C1C=CC=CN=1)C.[CH2:28]([O:32][C:33]1[CH:38]=[CH:37][CH:36]=[CH:35][C:34]=1[CH2:39][N:40]1[CH:44]=[CH:43][C:42]([C:45](Cl)=[O:46])=[N:41]1)[CH2:29][CH2:30][CH3:31]. Product: [CH2:28]([O:32][C:33]1[CH:38]=[CH:37][CH:36]=[CH:35][C:34]=1[CH2:39][N:40]1[CH:44]=[CH:43][C:42]([C:45]([NH:4][C:3]2[C:5]([F:9])=[CH:6][CH:7]=[CH:8][C:2]=2[Cl:1])=[O:46])=[N:41]1)[CH2:29][CH2:30][CH3:31]. The catalyst class is: 22. (6) Reactant: O=[C:2]1[CH2:6][CH2:5][CH2:4][CH:3]1[C:7]#[N:8].C([O-])(=O)C.[Na+].[CH2:14]([NH:16][NH2:17])[CH3:15].C([O-])(=O)C([O-])=O. Product: [CH2:14]([N:16]1[C:7]([NH2:8])=[C:3]2[CH2:4][CH2:5][CH2:6][C:2]2=[N:17]1)[CH3:15]. The catalyst class is: 8. (7) Reactant: [NH2:1][C:2]1[N:10]=[C:9]([O:11][CH2:12][CH2:13][CH2:14][CH3:15])[N:8]=[C:7]2[C:3]=1[NH:4][C:5](=[O:43])[N:6]2[CH2:16][CH2:17][CH2:18][N:19]([CH2:31][C:32]1[CH:37]=[CH:36][CH:35]=[C:34]([CH2:38][C:39]([O:41][CH3:42])=[O:40])[CH:33]=1)[C:20](=[O:30])[CH2:21][CH2:22][C:23]([O:25]C(C)(C)C)=[O:24].C(O)(C(F)(F)F)=O. Product: [NH2:1][C:2]1[N:10]=[C:9]([O:11][CH2:12][CH2:13][CH2:14][CH3:15])[N:8]=[C:7]2[C:3]=1[NH:4][C:5](=[O:43])[N:6]2[CH2:16][CH2:17][CH2:18][N:19]([CH2:31][C:32]1[CH:37]=[CH:36][CH:35]=[C:34]([CH2:38][C:39]([O:41][CH3:42])=[O:40])[CH:33]=1)[C:20](=[O:30])[CH2:21][CH2:22][C:23]([OH:25])=[O:24]. The catalyst class is: 2. (8) The catalyst class is: 2. Reactant: [Br:1][C:2]1[CH:7]=[CH:6][C:5]([NH:8][C:9]([C:11]2[N:12](COCC[Si](C)(C)C)[CH:13]=[C:14]([C:16]#[N:17])[N:15]=2)=[O:10])=[C:4]([C:26]2[CH2:31][CH2:30][CH2:29][CH2:28][CH:27]=2)[CH:3]=1.CCO.FC(F)(F)C(O)=O.C(O)CC. Product: [Br:1][C:2]1[CH:7]=[CH:6][C:5]([NH:8][C:9]([C:11]2[NH:12][CH:13]=[C:14]([C:16]#[N:17])[N:15]=2)=[O:10])=[C:4]([C:26]2[CH2:31][CH2:30][CH2:29][CH2:28][CH:27]=2)[CH:3]=1.